Dataset: Ames mutagenicity test results for genotoxicity prediction. Task: Regression/Classification. Given a drug SMILES string, predict its toxicity properties. Task type varies by dataset: regression for continuous values (e.g., LD50, hERG inhibition percentage) or binary classification for toxic/non-toxic outcomes (e.g., AMES mutagenicity, cardiotoxicity, hepatotoxicity). Dataset: ames. (1) The molecule is C1C[C@@H]2O[C@@H]2[C@H]1O[C@H]1CC[C@@H]2O[C@H]12. The result is 0 (non-mutagenic). (2) The drug is CC1=CCC(=O)O1. The result is 0 (non-mutagenic). (3) The drug is CN(C)CCO[C@@](C)(c1ccccc1)c1ccccn1. The result is 0 (non-mutagenic). (4) The result is 0 (non-mutagenic). The molecule is CSc1ccc(Cl)cc1. (5) The drug is OC(O)C(Cl)(Cl)Cl. The result is 1 (mutagenic). (6) The compound is c1ccc(CC2CO2)cc1. The result is 1 (mutagenic).